From a dataset of Forward reaction prediction with 1.9M reactions from USPTO patents (1976-2016). Predict the product of the given reaction. (1) Given the reactants [Cl:1][C:2]1[S:6][C:5]([C:7]([OH:9])=[O:8])=[CH:4][CH:3]=1.C(=O)([O-])[O-].[K+].[K+].Br[CH2:17][CH:18]1[CH2:20][CH2:19]1, predict the reaction product. The product is: [Cl:1][C:2]1[S:6][C:5]([C:7]([O:9][CH2:17][CH:18]2[CH2:20][CH2:19]2)=[O:8])=[CH:4][CH:3]=1. (2) Given the reactants Cl[C:2]1[N:3]=[CH:4][C:5]([N:9]2[CH2:14][CH2:13][CH:12]([C:15]([OH:17])=[O:16])[CH2:11][CH2:10]2)=[N:6][C:7]=1[CH3:8].C([O-])(=[O:20])C.[K+], predict the reaction product. The product is: [CH3:8][C:7]1[C:2](=[O:20])[NH:3][CH:4]=[C:5]([N:9]2[CH2:14][CH2:13][CH:12]([C:15]([OH:17])=[O:16])[CH2:11][CH2:10]2)[N:6]=1. (3) Given the reactants Br[C:2]1[CH:7]=[CH:6][C:5]([S:8]([NH:11][C:12]2[S:13][CH:14]=[CH:15][N:16]=2)(=[O:10])=[O:9])=[CH:4][CH:3]=1.[NH:17]1[CH2:21][CH2:20][CH:19]([C:22]([OH:24])=[O:23])[CH2:18]1.O(C(C)(C)C)[Na].C1(P(C2CCCCC2)C2C=CC=CC=2C2C(OC)=CC=CC=2OC)CCCCC1, predict the reaction product. The product is: [S:13]1[CH:14]=[CH:15][N:16]=[C:12]1[NH:11][S:8]([C:5]1[CH:6]=[CH:7][C:2]([N:17]2[CH2:21][CH2:20][CH:19]([C:22]([OH:24])=[O:23])[CH2:18]2)=[CH:3][CH:4]=1)(=[O:10])=[O:9]. (4) Given the reactants C(OC1(CC2C3C(=CC=CC=3)NC=2)C2C(=CC=C(Cl)C=2)N(CCC)C1=O)(=O)C1C=CC=CC=1.C([O:42][CH:43]1[C:51]2[C:46](=[CH:47][CH:48]=[C:49]([CH3:52])[CH:50]=2)[N:45]([CH2:53][CH2:54][CH3:55])[C:44]1=[O:56])(=O)C1C=CC=CC=1.C(O[CH2:66][C:67]1[C:75]2[C:70](=[CH:71][CH:72]=[CH:73][CH:74]=2)[N:69]([C:76](=[O:83])[C:77]2[CH:82]=[CH:81][CH:80]=[CH:79][CH:78]=2)[CH:68]=1)(=O)C1C=CC=CC=1, predict the reaction product. The product is: [C:76]([N:69]1[C:70]2[C:75](=[CH:74][CH:73]=[CH:72][CH:71]=2)[C:67]([CH2:66][C:43]2([OH:42])[C:51]3[C:46](=[CH:47][CH:48]=[C:49]([CH3:52])[CH:50]=3)[N:45]([CH2:53][CH2:54][CH3:55])[C:44]2=[O:56])=[CH:68]1)(=[O:83])[C:77]1[CH:78]=[CH:79][CH:80]=[CH:81][CH:82]=1. (5) Given the reactants [ClH:1].[OH:2][C@H:3]1[CH2:7][NH:6][C@H:5]([C:8]([NH:10][CH2:11][C:12]2[CH:17]=[CH:16][C:15]([C:18]3[S:22][CH:21]=[N:20][C:19]=3[CH3:23])=[CH:14][CH:13]=2)=[O:9])[CH2:4]1.C(O[C:29]([N:31](C)[C@@H:32]([CH:36]([CH3:38])[CH3:37])[C:33](O)=[O:34])=O)(C)(C)C.CCN(C(C)C)C(C)C.CN(C(ON1N=NC2C=CC=NC1=2)=[N+](C)C)C.F[P-](F)(F)(F)(F)F.Cl.O1CCOCC1, predict the reaction product. The product is: [ClH:1].[OH:2][C@H:3]1[CH2:7][N:6]([C:33](=[O:34])[C@@H:32]([NH:31][CH3:29])[CH:36]([CH3:38])[CH3:37])[C@H:5]([C:8]([NH:10][CH2:11][C:12]2[CH:13]=[CH:14][C:15]([C:18]3[S:22][CH:21]=[N:20][C:19]=3[CH3:23])=[CH:16][CH:17]=2)=[O:9])[CH2:4]1. (6) Given the reactants [Si]([O:8][C@H:9]([C:23]1[CH:32]=[CH:31][C:30]([OH:33])=[C:29]2[C:24]=1[CH:25]=[CH:26][C:27](=[O:34])[NH:28]2)[CH2:10][NH:11][CH:12]1[CH2:17][CH2:16][N:15]([CH2:18][CH2:19][C:20](O)=[O:21])[CH2:14][CH2:13]1)(C(C)(C)C)(C)C.CN(C(ON1N=NC2C=CC=NC1=2)=[N+](C)C)C.F[P-](F)(F)(F)(F)F.C(N(CC)CC)C.[C:66]1([C:74]2[CH:79]=[CH:78][CH:77]=[CH:76][CH:75]=2)[CH:71]=[CH:70][CH:69]=[CH:68][C:67]=1[CH2:72][NH2:73], predict the reaction product. The product is: [C:66]1([C:74]2[CH:79]=[CH:78][CH:77]=[CH:76][CH:75]=2)[CH:71]=[CH:70][CH:69]=[CH:68][C:67]=1[CH2:72][NH:73][C:20](=[O:21])[CH2:19][CH2:18][N:15]1[CH2:16][CH2:17][CH:12]([NH:11][CH2:10][C@H:9]([OH:8])[C:23]2[CH:32]=[CH:31][C:30]([OH:33])=[C:29]3[C:24]=2[CH:25]=[CH:26][C:27](=[O:34])[NH:28]3)[CH2:13][CH2:14]1.